This data is from hERG potassium channel inhibition data for cardiac toxicity prediction from Karim et al.. The task is: Regression/Classification. Given a drug SMILES string, predict its toxicity properties. Task type varies by dataset: regression for continuous values (e.g., LD50, hERG inhibition percentage) or binary classification for toxic/non-toxic outcomes (e.g., AMES mutagenicity, cardiotoxicity, hepatotoxicity). Dataset: herg_karim. (1) The molecule is CC(C)S(=O)(=O)N[C@H]1CN(c2ccccc2)C[C@@H]1c1ccc(-c2ccc(C#N)cc2)cc1. The result is 1 (blocker). (2) The molecule is Cc1nc([C@]2(c3cn[nH]c3)N[C@@H](c3nc(-c4ccc(F)cn4)c[nH]3)Cc3c2[nH]c2ccccc32)no1. The result is 1 (blocker). (3) The molecule is Cc1cccc2c(=O)n(C)c(-c3ccc(OC4CCN(C5CCC5)CC4)cc3)nc12. The result is 1 (blocker). (4) The drug is COCCCc1ccc(Cl)c(CN(C(=O)C2CNCCC2c2ccn(C)c(=O)c2)C2CC2)c1. The result is 0 (non-blocker). (5) The compound is O=C(NC1CCN(Cc2ccn(-c3ccc(C(F)(F)F)cc3)c2)CC1)N1CCC(c2ccccc2O)CC1. The result is 1 (blocker).